Dataset: CYP2D6 inhibition data for predicting drug metabolism from PubChem BioAssay. Task: Regression/Classification. Given a drug SMILES string, predict its absorption, distribution, metabolism, or excretion properties. Task type varies by dataset: regression for continuous measurements (e.g., permeability, clearance, half-life) or binary classification for categorical outcomes (e.g., BBB penetration, CYP inhibition). Dataset: cyp2d6_veith. (1) The result is 0 (non-inhibitor). The compound is COc1ccc(-n2c(C)n[nH]c2=O)cc1. (2) The drug is C[C@@H](CCO)C(=O)O[C@H]1C[C@@H](C)C=C2C=C[C@H](C)[C@H](CC[C@@H]3C[C@@H](O)CC(=O)O3)[C@H]21. The result is 0 (non-inhibitor).